Dataset: Catalyst prediction with 721,799 reactions and 888 catalyst types from USPTO. Task: Predict which catalyst facilitates the given reaction. (1) Reactant: [F:1][C:2]([F:10])([F:9])[C@:3]([OH:8])([CH3:7])[C:4]([OH:6])=[O:5].F[P-](F)(F)(F)(F)F.N1(O[P+](N2CCCC2)(N2CCCC2)N2CCCC2)[C:22]2[CH:23]=[CH:24][CH:25]=[CH:26][C:21]=2N=N1.[CH2:44](N(CC)CC)C.Cl. Product: [F:1][C:2]([F:10])([F:9])[C@@:3]([OH:8])([CH3:7])[C:4]([O:6][CH2:44][C:21]1[CH:22]=[CH:23][CH:24]=[CH:25][CH:26]=1)=[O:5]. The catalyst class is: 7. (2) Reactant: C[O:2][C:3](=[O:13])[CH2:4][C:5]1[CH:10]=[CH:9][C:8]([Cl:11])=[C:7]([NH2:12])[CH:6]=1.C([O:16][C:17](=O)[CH:18]([CH2:22][C:23]1[CH:28]=[CH:27][C:26]([Cl:29])=[CH:25][CH:24]=1)[C:19](=O)[CH3:20])C.O1CCOCC1.C([O-])(=O)C.[Na+]. Product: [Cl:11][C:8]1[CH:9]=[CH:10][C:5]([CH2:4][C:3]([OH:2])=[O:13])=[C:6]2[C:7]=1[NH:12][C:19]([CH3:20])=[C:18]([CH2:22][C:23]1[CH:24]=[CH:25][C:26]([Cl:29])=[CH:27][CH:28]=1)[C:17]2=[O:16]. The catalyst class is: 6. (3) Reactant: [Br:1][C:2]1[C:11]2[C:6](=[CH:7][CH:8]=[C:9]([C:12]#[N:13])[CH:10]=2)[CH:5]=[CH:4][C:3]=1[NH:14][C:15](=[O:21])[O:16][C:17]([CH3:20])([CH3:19])[CH3:18].[H-].[Na+].[Cl:24][CH:25]=[CH:26][CH2:27]Cl. Product: [Br:1][C:2]1[C:11]2[C:6](=[CH:7][CH:8]=[C:9]([C:12]#[N:13])[CH:10]=2)[CH:5]=[CH:4][C:3]=1[N:14]([CH2:27][CH:26]=[CH:25][Cl:24])[C:15](=[O:21])[O:16][C:17]([CH3:18])([CH3:20])[CH3:19]. The catalyst class is: 3. (4) Reactant: [H-].[H-].[H-].[H-].[Li+].[Al+3].[C:7]([O:11][C:12](=[O:30])[NH:13][C:14]1[CH:19]=[CH:18][C:17]([CH2:20][N:21]2[CH2:26][CH2:25][NH:24][C:23](=O)[C:22]2([CH3:29])[CH3:28])=[CH:16][N:15]=1)([CH3:10])([CH3:9])[CH3:8]. Product: [C:7]([O:11][C:12](=[O:30])[NH:13][C:14]1[CH:19]=[CH:18][C:17]([CH2:20][N:21]2[CH2:26][CH2:25][NH:24][CH2:23][C:22]2([CH3:29])[CH3:28])=[CH:16][N:15]=1)([CH3:10])([CH3:8])[CH3:9]. The catalyst class is: 1. (5) The catalyst class is: 42. Reactant: [NH:1]1[C:5]2=[N:6][CH:7]=[C:8]([NH2:10])[CH:9]=[C:4]2[CH:3]=[CH:2]1.[Cl:11][C:12]1[C:20]([NH:21][S:22]([CH2:25][CH2:26][CH3:27])(=[O:24])=[O:23])=[CH:19][CH:18]=[C:17]([Cl:28])[C:13]=1[C:14](O)=[O:15].Cl.CN(C)CCCN=C=NCC.ON1C2C=CC=CC=2N=N1. Product: [Cl:11][C:12]1[C:20]([NH:21][S:22]([CH2:25][CH2:26][CH3:27])(=[O:23])=[O:24])=[CH:19][CH:18]=[C:17]([Cl:28])[C:13]=1[C:14]([NH:10][C:8]1[CH:9]=[C:4]2[CH:3]=[CH:2][NH:1][C:5]2=[N:6][CH:7]=1)=[O:15]. (6) Reactant: CCN(C(C)C)C(C)C.C([O:12][C:13](=[O:35])[C@H:14]([CH2:32][O:33][CH3:34])[CH2:15][C@H:16]([NH2:31])[CH2:17][C:18]1[CH:23]=[CH:22][C:21]([C:24]2[CH:29]=[CH:28][CH:27]=[C:26]([Br:30])[CH:25]=2)=[CH:20][CH:19]=1)C.[N:36]1[CH:40]=[C:39]([C:41](O)=[O:42])[NH:38][N:37]=1.CN(C(ON1N=NC2C=CC=NC1=2)=[N+](C)C)C.F[P-](F)(F)(F)(F)F.[Li+].[OH-]. Product: [Br:30][C:26]1[CH:25]=[C:24]([C:21]2[CH:20]=[CH:19][C:18]([CH2:17][C@@H:16]([NH:31][C:41]([C:39]3[NH:38][N:37]=[N:36][CH:40]=3)=[O:42])[CH2:15][C@@H:14]([CH2:32][O:33][CH3:34])[C:13]([OH:12])=[O:35])=[CH:23][CH:22]=2)[CH:29]=[CH:28][CH:27]=1. The catalyst class is: 3. (7) Reactant: [Si]([O:8][CH2:9][CH2:10][CH2:11][C:12]([CH3:16])([CH3:15])[C:13]#[N:14])(C(C)(C)C)(C)C.O.[ClH:18]. The catalyst class is: 458. Product: [Cl-:18].[OH:8][CH2:9][CH2:10][CH2:11][C:12]([CH3:16])([CH3:15])[CH2:13][NH3+:14].